From a dataset of Buchwald-Hartwig C-N cross coupling reaction yields with 55,370 reactions. Predict the reaction yield, written as a fraction of the theoretical maximum amount of product (1.0 means a 100% yield; for example, 0.34 means a 34% yield). (1) The reactants are Brc1cccnc1.Cc1ccc(N)cc1.O=S(=O)(O[Pd]1c2ccccc2-c2ccccc2N~1)C(F)(F)F.COc1ccc(OC)c(P(C(C)(C)C)C(C)(C)C)c1-c1c(C(C)C)cc(C(C)C)cc1C(C)C.CCN=P(N=P(N(C)C)(N(C)C)N(C)C)(N(C)C)N(C)C.Cc1cc(-n2cccc2)no1. No catalyst specified. The product is Cc1ccc(Nc2cccnc2)cc1. The yield is 0.178. (2) The reactants are Clc1cccnc1.Cc1ccc(N)cc1.O=S(=O)(O[Pd]1c2ccccc2-c2ccccc2N~1)C(F)(F)F.COc1ccc(OC)c(P([C@]23C[C@H]4C[C@H](C[C@H](C4)C2)C3)[C@]23C[C@H]4C[C@H](C[C@H](C4)C2)C3)c1-c1c(C(C)C)cc(C(C)C)cc1C(C)C.CN1CCCN2CCCN=C12.c1ccc2oncc2c1. No catalyst specified. The product is Cc1ccc(Nc2cccnc2)cc1. The yield is 0.0678. (3) The reactants are CCc1ccc(Br)cc1.Cc1ccc(N)cc1.O=S(=O)(O[Pd]1c2ccccc2-c2ccccc2N~1)C(F)(F)F.CC(C)c1cc(C(C)C)c(-c2ccccc2P(C2CCCCC2)C2CCCCC2)c(C(C)C)c1.CN1CCCN2CCCN=C12.CCOC(=O)c1cnoc1. No catalyst specified. The product is CCc1ccc(Nc2ccc(C)cc2)cc1. The yield is 0.179. (4) The reactants are FC(F)(F)c1ccc(Br)cc1.Cc1ccc(N)cc1.O=S(=O)(O[Pd]1c2ccccc2-c2ccccc2N~1)C(F)(F)F.CC(C)c1cc(C(C)C)c(-c2ccccc2P(C(C)(C)C)C(C)(C)C)c(C(C)C)c1.CN1CCCN2CCCN=C12.CCOC(=O)c1cnoc1. No catalyst specified. The product is Cc1ccc(Nc2ccc(C(F)(F)F)cc2)cc1. The yield is 0.215. (5) The reactants are CCc1ccc(I)cc1.Cc1ccc(N)cc1.O=S(=O)(O[Pd]1c2ccccc2-c2ccccc2N~1)C(F)(F)F.CC(C)c1cc(C(C)C)c(-c2ccccc2P(C(C)(C)C)C(C)(C)C)c(C(C)C)c1.CCN=P(N=P(N(C)C)(N(C)C)N(C)C)(N(C)C)N(C)C.CCOC(=O)c1cnoc1. No catalyst specified. The product is CCc1ccc(Nc2ccc(C)cc2)cc1. The yield is 0.0837. (6) The reactants are FC(F)(F)c1ccc(Br)cc1.Cc1ccc(N)cc1.O=S(=O)(O[Pd]1c2ccccc2-c2ccccc2N~1)C(F)(F)F.CC(C)c1cc(C(C)C)c(-c2ccccc2P(C(C)(C)C)C(C)(C)C)c(C(C)C)c1.CN(C)C(=NC(C)(C)C)N(C)C.c1ccc2nocc2c1. No catalyst specified. The product is Cc1ccc(Nc2ccc(C(F)(F)F)cc2)cc1. The yield is 0.0580.